Dataset: NCI-60 drug combinations with 297,098 pairs across 59 cell lines. Task: Regression. Given two drug SMILES strings and cell line genomic features, predict the synergy score measuring deviation from expected non-interaction effect. Drug 1: C1CCC(C1)C(CC#N)N2C=C(C=N2)C3=C4C=CNC4=NC=N3. Drug 2: C1C(C(OC1N2C=NC3=C2NC=NCC3O)CO)O. Cell line: A549. Synergy scores: CSS=12.8, Synergy_ZIP=-3.21, Synergy_Bliss=2.51, Synergy_Loewe=2.18, Synergy_HSA=2.20.